This data is from Full USPTO retrosynthesis dataset with 1.9M reactions from patents (1976-2016). The task is: Predict the reactants needed to synthesize the given product. (1) Given the product [Br:1][C:2]1[CH:7]=[CH:6][C:5]([NH:8][C:9]([NH:17][C:18]2[CH:34]=[CH:33][C:21]([O:22][C:23]3[CH:28]=[CH:27][N:26]=[C:25]([C:29]([NH:31][CH3:32])=[O:30])[CH:24]=3)=[CH:20][C:19]=2[F:35])=[O:10])=[CH:4][C:3]=1[S:11]([F:16])([F:12])([F:13])([F:14])[F:15], predict the reactants needed to synthesize it. The reactants are: [Br:1][C:2]1[CH:7]=[CH:6][C:5]([N:8]=[C:9]=[O:10])=[CH:4][C:3]=1[S:11]([F:16])([F:15])([F:14])([F:13])[F:12].[NH2:17][C:18]1[CH:34]=[CH:33][C:21]([O:22][C:23]2[CH:28]=[CH:27][N:26]=[C:25]([C:29]([NH:31][CH3:32])=[O:30])[CH:24]=2)=[CH:20][C:19]=1[F:35]. (2) Given the product [CH2:3]([N:10]1[CH2:15][CH2:14][N:13]([CH2:16][C:17]2[CH:22]=[CH:21][CH:20]=[CH:19][CH:18]=2)[CH2:12][CH:11]1[CH2:23][O:24][CH3:25])[C:4]1[CH:5]=[CH:6][CH:7]=[CH:8][CH:9]=1, predict the reactants needed to synthesize it. The reactants are: [H-].[Na+].[CH2:3]([N:10]1[CH2:15][CH2:14][N:13]([CH2:16][C:17]2[CH:22]=[CH:21][CH:20]=[CH:19][CH:18]=2)[CH2:12][CH:11]1[CH2:23][OH:24])[C:4]1[CH:9]=[CH:8][CH:7]=[CH:6][CH:5]=1.[CH3:25]I. (3) Given the product [CH2:1]([NH:5][C:6]([C:8]1[C:16]2[C:11](=[CH:12][C:13]([OH:17])=[CH:14][CH:15]=2)[N:10]([CH3:19])[C:9]=1[CH3:20])=[O:7])[CH2:2][CH2:3][CH3:4], predict the reactants needed to synthesize it. The reactants are: [CH2:1]([NH:5][C:6]([C:8]1[C:16]2[C:11](=[CH:12][C:13]([O:17]C)=[CH:14][CH:15]=2)[N:10]([CH3:19])[C:9]=1[CH3:20])=[O:7])[CH2:2][CH2:3][CH3:4].B(Br)(Br)Br.C(Cl)Cl. (4) Given the product [ClH:27].[NH2:7][C@@H:8]1[C:9](=[O:25])[NH:10][C:11]2[CH:23]=[C:22]([F:24])[CH:21]=[CH:20][C:12]=2[N:13]([CH2:15][C:16]([F:19])([F:18])[F:17])[CH2:14]1, predict the reactants needed to synthesize it. The reactants are: C(OC(=O)[NH:7][C@H:8]1[CH2:14][N:13]([CH2:15][C:16]([F:19])([F:18])[F:17])[C:12]2[CH:20]=[CH:21][C:22]([F:24])=[CH:23][C:11]=2[NH:10][C:9]1=[O:25])(C)(C)C.[ClH:27]. (5) Given the product [CH2:40]([N:42]([CH2:43][CH3:45])[C:17]([C:7]1[CH:8]=[CH:9][C:10]2[C:11](=[O:16])[C:12]3[C:3]([O:4][C:5]=2[CH:6]=1)=[C:2]([Br:1])[CH:15]=[CH:14][CH:13]=3)=[O:18])[CH3:41], predict the reactants needed to synthesize it. The reactants are: [Br:1][C:2]1[CH:15]=[CH:14][CH:13]=[C:12]2[C:3]=1[O:4][C:5]1[CH:6]=[C:7]([C:17](O)=[O:18])[CH:8]=[CH:9][C:10]=1[C:11]2=[O:16].COC1C=CC=C2C=1OC1C=C(C(O)=O)C=CC=1C2=O.[CH2:40]([N:42](CC)[C:43]([C:45]1C=CC2CC3C(OC=2C=1)=CC=CC=3)=O)[CH3:41]. (6) Given the product [F:19][C:16]1[CH:17]=[CH:18][C:13]([CH2:4][C:5]([C:7]2[CH:12]=[CH:11][N:10]=[CH:9][CH:8]=2)=[O:6])=[CH:14][CH:15]=1, predict the reactants needed to synthesize it. The reactants are: [Na].C([CH:4]([C:13]1[CH:18]=[CH:17][C:16]([F:19])=[CH:15][CH:14]=1)[C:5]([C:7]1[CH:12]=[CH:11][N:10]=[CH:9][CH:8]=1)=[O:6])#N.Br.